From a dataset of Peptide-MHC class I binding affinity with 185,985 pairs from IEDB/IMGT. Regression. Given a peptide amino acid sequence and an MHC pseudo amino acid sequence, predict their binding affinity value. This is MHC class I binding data. (1) The MHC is H-2-Ld with pseudo-sequence H-2-Ld. The binding affinity (normalized) is 0.712. The peptide sequence is FPFKYAAAF. (2) The peptide sequence is IVKQGRDAL. The MHC is HLA-B39:01 with pseudo-sequence HLA-B39:01. The binding affinity (normalized) is 0.0847.